This data is from Full USPTO retrosynthesis dataset with 1.9M reactions from patents (1976-2016). The task is: Predict the reactants needed to synthesize the given product. (1) Given the product [C:1]([O:5][C:6]([N:8]1[CH2:13][CH:12]2[C:10]([C:14]3[CH:19]=[CH:18][C:17]([NH2:20])=[CH:16][CH:15]=3)([CH2:11]2)[CH2:9]1)=[O:7])([CH3:4])([CH3:2])[CH3:3], predict the reactants needed to synthesize it. The reactants are: [C:1]([O:5][C:6]([N:8]1[CH2:13][CH:12]2[C:10]([C:14]3[CH:19]=[CH:18][C:17]([NH:20]CC4C=CC=CC=4)=[CH:16][CH:15]=3)([CH2:11]2)[CH2:9]1)=[O:7])([CH3:4])([CH3:3])[CH3:2]. (2) Given the product [CH3:1][O:2][C:3]1[CH:4]=[C:5](/[CH:9]=[CH:10]/[C:11]2[CH:12]=[CH:13][C:14]([N:17]3[C:22](=[O:23])[CH2:21][CH:19]([C:18]([OH:26])=[O:25])[CH2:20]3)=[CH:15][CH:16]=2)[CH:6]=[CH:7][CH:8]=1, predict the reactants needed to synthesize it. The reactants are: [CH3:1][O:2][C:3]1[CH:4]=[C:5](/[CH:9]=[CH:10]/[C:11]2[CH:16]=[CH:15][C:14]([NH2:17])=[CH:13][CH:12]=2)[CH:6]=[CH:7][CH:8]=1.[C:18]([OH:26])(=[O:25])[C:19]([CH2:21][C:22](O)=[O:23])=[CH2:20]. (3) Given the product [CH3:18][C:19]1[CH:24]=[CH:23][CH:22]=[CH:21][C:20]=1[O:25][C:2]1[CH:7]=[C:6]([O:8][CH2:9][C:10]#[CH:11])[N:5]=[CH:4][N:3]=1, predict the reactants needed to synthesize it. The reactants are: Cl[C:2]1[CH:7]=[C:6]([O:8][CH2:9][C:10]#[CH:11])[N:5]=[CH:4][N:3]=1.C(=O)([O-])[O-].[K+].[K+].[CH3:18][C:19]1[CH:24]=[CH:23][CH:22]=[CH:21][C:20]=1[OH:25].[Cl-].[NH4+].